Dataset: Forward reaction prediction with 1.9M reactions from USPTO patents (1976-2016). Task: Predict the product of the given reaction. (1) The product is: [O:3]([CH2:10][CH2:11][CH:12]([CH2:18][C:19]1[CH:24]=[CH:23][C:22]([O:25][CH2:26][CH2:27][NH:28][C:29](=[O:42])[C:30]2[CH:31]=[CH:32][C:33]([C:36]3[CH:41]=[CH:40][CH:39]=[CH:38][N:37]=3)=[CH:34][CH:35]=2)=[CH:21][CH:20]=1)[C:13]([OH:15])=[O:14])[C:4]1[CH:5]=[CH:6][CH:7]=[CH:8][CH:9]=1. Given the reactants [OH-].[K+].[O:3]([CH2:10][CH2:11][CH:12]([CH2:18][C:19]1[CH:24]=[CH:23][C:22]([O:25][CH2:26][CH2:27][NH:28][C:29](=[O:42])[C:30]2[CH:35]=[CH:34][C:33]([C:36]3[CH:41]=[CH:40][CH:39]=[CH:38][N:37]=3)=[CH:32][CH:31]=2)=[CH:21][CH:20]=1)[C:13]([O:15]CC)=[O:14])[C:4]1[CH:9]=[CH:8][CH:7]=[CH:6][CH:5]=1, predict the reaction product. (2) Given the reactants COC[O:4][C:5]1[C:10]([CH3:11])=[CH:9][CH:8]=[C:7]([O:12][CH2:13][O:14][CH3:15])[C:6]=1[C:16]1([C:19](OCC)=[O:20])[CH2:18][CH2:17]1.O.[H-].[Na+].C(Cl)OC, predict the reaction product. The product is: [OH:20][CH2:19][C:16]1([C:6]2[C:7]([O:12][CH2:13][O:14][CH3:15])=[CH:8][CH:9]=[C:10]([CH3:11])[C:5]=2[OH:4])[CH2:17][CH2:18]1. (3) Given the reactants [O-]P([O-])([O-])=O.[K+].[K+].[K+].[C@@H:9]1([NH2:16])[CH2:14][CH2:13][CH2:12][CH2:11][C@H:10]1[NH2:15].I[C:18]1[CH:19]=[C:20]([CH3:25])[CH:21]=[C:22]([CH3:24])[CH:23]=1, predict the reaction product. The product is: [CH3:24][C:22]1[CH:23]=[C:18]([N:15]([C:18]2[CH:23]=[C:22]([CH3:24])[CH:21]=[C:20]([CH3:25])[CH:19]=2)[C@@H:10]2[CH2:11][CH2:12][CH2:13][CH2:14][C@H:9]2[NH2:16])[CH:19]=[C:20]([CH3:25])[CH:21]=1. (4) Given the reactants [F:1][C:2]([F:33])([F:32])[C:3]1[CH:27]=[C:26]([C:28]([F:31])([F:30])[F:29])[CH:25]=[CH:24][C:4]=1[CH2:5][N:6]1[C:14]2[C:9](=[CH:10][C:11]([CH:15]=[C:16]3[S:20][C:19](SC)=[N:18][C:17]3=[O:23])=[CH:12][CH:13]=2)[CH:8]=[N:7]1.[CH3:34][N:35]1[CH:40]2[CH2:41][CH2:42][CH:36]1[CH2:37][NH:38][CH2:39]2, predict the reaction product. The product is: [F:33][C:2]([F:1])([F:32])[C:3]1[CH:27]=[C:26]([C:28]([F:29])([F:31])[F:30])[CH:25]=[CH:24][C:4]=1[CH2:5][N:6]1[C:14]2[C:9](=[CH:10][C:11]([CH:15]=[C:16]3[S:20][C:19]([N:38]4[CH2:37][CH:36]5[N:35]([CH3:34])[CH:40]([CH2:41][CH2:42]5)[CH2:39]4)=[N:18][C:17]3=[O:23])=[CH:12][CH:13]=2)[CH:8]=[N:7]1. (5) Given the reactants [CH2:1]([O:8][C:9]1[CH:10]=[C:11]2[C:15](=[CH:16][CH:17]=1)[N:14]([C@H:18]([CH3:22])[C:19]([OH:21])=[O:20])[CH:13]=[CH:12]2)[C:2]1[CH:7]=[CH:6][CH:5]=[CH:4][CH:3]=1.[C:23](=O)(O)[O-].[Na+].IC, predict the reaction product. The product is: [CH3:23][O:20][C:19](=[O:21])[C@H:18]([N:14]1[C:15]2[C:11](=[CH:10][C:9]([O:8][CH2:1][C:2]3[CH:7]=[CH:6][CH:5]=[CH:4][CH:3]=3)=[CH:17][CH:16]=2)[CH:12]=[CH:13]1)[CH3:22].